This data is from Full USPTO retrosynthesis dataset with 1.9M reactions from patents (1976-2016). The task is: Predict the reactants needed to synthesize the given product. Given the product [Br:17][C:18]1[CH:19]=[C:20]([C:27]([CH3:36])([CH3:35])[CH2:28][C@:29]([CH2:1][S@:2]([C:4]2[CH:9]=[CH:8][C:7]([CH3:10])=[CH:6][CH:5]=2)=[O:3])([OH:34])[C:30]([F:31])([F:32])[F:33])[C:21]2[O:25][CH2:24][CH2:23][C:22]=2[CH:26]=1.[Br:17][C:18]1[CH:19]=[C:20]([C:27]([CH3:36])([CH3:35])[CH2:28][C@@:29]([CH2:1][S@:2]([C:4]2[CH:9]=[CH:8][C:7]([CH3:10])=[CH:6][CH:5]=2)=[O:3])([OH:34])[C:30]([F:31])([F:32])[F:33])[C:21]2[O:25][CH2:24][CH2:23][C:22]=2[CH:26]=1, predict the reactants needed to synthesize it. The reactants are: [CH3:1][S@:2]([C:4]1[CH:9]=[CH:8][C:7]([CH3:10])=[CH:6][CH:5]=1)=[O:3].C1CCCCC1.[Br:17][C:18]1[CH:19]=[C:20]([C:27]([CH3:36])([CH3:35])[CH2:28][C:29](=[O:34])[C:30]([F:33])([F:32])[F:31])[C:21]2[O:25][CH2:24][CH2:23][C:22]=2[CH:26]=1.C1COCC1.